From a dataset of Blood-brain barrier permeability classification from the B3DB database. Regression/Classification. Given a drug SMILES string, predict its absorption, distribution, metabolism, or excretion properties. Task type varies by dataset: regression for continuous measurements (e.g., permeability, clearance, half-life) or binary classification for categorical outcomes (e.g., BBB penetration, CYP inhibition). Dataset: b3db_classification. The molecule is NC(C(=O)O)C(O)c1ccc(O)c(O)c1. The result is 1 (penetrates BBB).